Dataset: Reaction yield outcomes from USPTO patents with 853,638 reactions. Task: Predict the reaction yield, written as a fraction of the theoretical maximum amount of product (1.0 means a 100% yield; for example, 0.34 means a 34% yield). (1) The reactants are [CH2:1]([N:5]1[C:13]([N:14]2[CH2:19][CH2:18][NH:17][C@H:16]([CH3:20])[CH2:15]2)=[N:12][C:11]2[C:6]1=[N:7][C:8]([C:27]1[CH:28]=[N:29][C:30]([NH2:33])=[N:31][CH:32]=1)=[N:9][C:10]=2[N:21]1[CH2:26][CH2:25][O:24][CH2:23][CH2:22]1)[CH:2]([CH3:4])[CH3:3].[O:34]1CCC[CH2:35]1.CN(CCS(O)(=O)=O)C.[OH-].[Na+]. The catalyst is C(Cl)Cl. The product is [NH2:33][C:30]1[N:31]=[CH:32][C:27]([C:8]2[N:7]=[C:6]3[C:11]([N:12]=[C:13]([N:14]4[CH2:19][CH2:18][N:17]([CH:35]=[O:34])[C@H:16]([CH3:20])[CH2:15]4)[N:5]3[CH2:1][CH:2]([CH3:4])[CH3:3])=[C:10]([N:21]3[CH2:26][CH2:25][O:24][CH2:23][CH2:22]3)[N:9]=2)=[CH:28][N:29]=1. The yield is 0.930. (2) The reactants are [C:1]([O:5][C:6]([NH:8][N:9]=[CH:10][C:11]1[CH:16]=[CH:15][C:14]([O:17][C:18](=[O:22])[N:19]([CH3:21])[CH3:20])=[CH:13][CH:12]=1)=[O:7])([CH3:4])([CH3:3])[CH3:2]. The catalyst is CO.[Pd]. The product is [C:1]([O:5][C:6]([NH:8][NH:9][CH2:10][C:11]1[CH:12]=[CH:13][C:14]([O:17][C:18](=[O:22])[N:19]([CH3:20])[CH3:21])=[CH:15][CH:16]=1)=[O:7])([CH3:4])([CH3:3])[CH3:2]. The yield is 0.620. (3) The reactants are [Cl:1][C:2]1[CH:3]=[C:4]([C:10]2([C:27]([F:30])([F:29])[F:28])[CH2:14][C:13]([C:15]3[CH:22]=[CH:21]C(C#N)=[C:17]([C:23]([F:26])([F:25])[F:24])[CH:16]=3)=[N:12][CH2:11]2)[CH:5]=[C:6]([Cl:9])[C:7]=1[Cl:8].O.[CH3:32][C:33]([OH:35])=[O:34]. The catalyst is OS(O)(=O)=O.O. The product is [Cl:1][C:2]1[CH:3]=[C:4]([C:10]2([C:27]([F:28])([F:30])[F:29])[CH2:14][C:13]([C:15]3[CH:22]=[CH:21][C:32]([C:33]([OH:35])=[O:34])=[C:17]([C:23]([F:24])([F:25])[F:26])[CH:16]=3)=[N:12][CH2:11]2)[CH:5]=[C:6]([Cl:9])[C:7]=1[Cl:8]. The yield is 0.820. (4) The reactants are [NH2:1][C:2]1[N:3]=[N:4][C:5]([I:8])=[CH:6][CH:7]=1.[C:9]([O:13][C:14](=[O:20])[NH:15][C:16](=O)[CH2:17]Cl)([CH3:12])([CH3:11])[CH3:10].P([O-])([O-])(O)=O.[Na+].[Na+].O. The catalyst is CN(C)C(=O)C. The product is [C:9]([O:13][C:14](=[O:20])[NH:15][C:16]1[N:1]=[C:2]2[CH:7]=[CH:6][C:5]([I:8])=[N:4][N:3]2[CH:17]=1)([CH3:12])([CH3:11])[CH3:10]. The yield is 0.630. (5) The reactants are I[CH2:2][CH2:3][CH2:4][C:5]([F:8])([F:7])[F:6].[N:9]1([NH:15][C:16]([C:18]2[N:19]=[C:20]([C:31]3[CH:36]=[CH:35][C:34]([Cl:37])=[CH:33][C:32]=3[Cl:38])[N:21]([C:24]3[CH:29]=[CH:28][C:27]([OH:30])=[CH:26][CH:25]=3)[C:22]=2[CH3:23])=[O:17])[CH2:14][CH2:13][CH2:12][CH2:11][CH2:10]1.C([O-])([O-])=O.[K+].[K+]. The catalyst is CC(C)=O. The product is [N:9]1([NH:15][C:16]([C:18]2[N:19]=[C:20]([C:31]3[CH:36]=[CH:35][C:34]([Cl:37])=[CH:33][C:32]=3[Cl:38])[N:21]([C:24]3[CH:25]=[CH:26][C:27]([O:30][CH2:2][CH2:3][CH2:4][C:5]([F:8])([F:7])[F:6])=[CH:28][CH:29]=3)[C:22]=2[CH3:23])=[O:17])[CH2:14][CH2:13][CH2:12][CH2:11][CH2:10]1. The yield is 0.460. (6) The reactants are [Br:1][C:2]1[CH:3]=[C:4]([SH:9])[CH:5]=[CH:6][C:7]=1[F:8].Cl[CH2:11][C:12](=[O:14])[CH3:13].C(=O)([O-])[O-].[K+].[K+]. The catalyst is CN(C=O)C. The product is [Br:1][C:2]1[CH:3]=[C:4]([S:9][CH2:11][C:12](=[O:14])[CH3:13])[CH:5]=[CH:6][C:7]=1[F:8]. The yield is 0.820. (7) The reactants are FC1C=C(N[C:25](=O)[CH2:26][C:27]([NH:29][C:30]2[CH:35]=[CH:34][C:33]([F:36])=[CH:32][CH:31]=2)=[O:28])C=CC=1OC1C=CN=C(NCCN2CCOCC2)C=1.[F:38]C(F)(F)C(O)=O.N[C:46]1[C:51](C2C=CC(CC(N)=O)=CC=2)=[C:50]([O:62][C:63]2[CH:68]=[CH:67][C:66]([NH:69][C:70](NC(=O)CC3C=CC(F)=CC=3)=[O:71])=[CH:65][C:64]=2[F:83])[CH:49]=[CH:48][N:47]=1.CCN([CH:90]([CH3:92])C)C(C)C.C[N:94]([CH:96]=[O:97])C. No catalyst specified. The product is [F:83][C:64]1[CH:65]=[C:66]([NH:69][C:70]([C:26]2[C:27](=[O:28])[N:29]([C:30]3[CH:31]=[CH:32][C:33]([F:36])=[CH:34][CH:35]=3)[CH:90]=[CH:92][CH:25]=2)=[O:71])[C:67]([F:38])=[CH:68][C:63]=1[O:62][C:50]1[CH:49]=[CH:48][N:47]=[C:46]([C:96]([NH2:94])=[O:97])[CH:51]=1. The yield is 0.220. (8) The reactants are C(OC(=O)[NH:7][C@H:8]([C:10]1[N:14]([C:15]2[CH:20]=[CH:19][CH:18]=[CH:17][CH:16]=2)[C:13]2[CH:21]=[CH:22][C:23]([F:25])=[CH:24][C:12]=2[N:11]=1)[CH3:9])(C)(C)C.C(O)(C(F)(F)F)=O. The catalyst is C(Cl)Cl. The product is [F:25][C:23]1[CH:22]=[CH:21][C:13]2[N:14]([C:15]3[CH:20]=[CH:19][CH:18]=[CH:17][CH:16]=3)[C:10]([C@@H:8]([NH2:7])[CH3:9])=[N:11][C:12]=2[CH:24]=1. The yield is 0.780.